This data is from Forward reaction prediction with 1.9M reactions from USPTO patents (1976-2016). The task is: Predict the product of the given reaction. (1) Given the reactants C(O[CH:5]1[S:25][C@H:24]([CH2:26][O:27][CH2:28][C:29]2[CH:34]=[CH:33][CH:32]=[CH:31][CH:30]=2)[C@@H:15]([O:16][CH2:17][C:18]2[CH:23]=[CH:22][CH:21]=[CH:20][CH:19]=2)[C@@H:6]1[O:7][CH2:8][C:9]1[CH:14]=[CH:13][CH:12]=[CH:11][CH:10]=1)(=O)C.[NH:35]1[CH:42]=[CH:41][C:39]([NH2:40])=[N:38][C:36]1=[O:37].C(#N)C.C[Si](C)(C)N[Si](C)(C)C.Cl[Si](C)(C)C.C[Si](OS(C(F)(F)[F:69])(=O)=O)(C)C, predict the reaction product. The product is: [CH2:8]([O:7][C@H:6]1[C@H:15]([O:16][CH2:17][C:18]2[CH:23]=[CH:22][CH:21]=[CH:20][CH:19]=2)[C@@H:24]([CH2:26][O:27][CH2:28][C:29]2[CH:34]=[CH:33][CH:32]=[CH:31][CH:30]=2)[S:25][CH:5]1[N:35]1[CH:42]=[C:41]([F:69])[C:39]([NH2:40])=[N:38][C:36]1=[O:37])[C:9]1[CH:14]=[CH:13][CH:12]=[CH:11][CH:10]=1. (2) Given the reactants [F:1][C:2]1[CH:3]=[C:4]([CH:7]=[C:8]([F:11])[C:9]=1F)[CH:5]=[O:6].[Cl:12][C:13]1[CH:18]=[C:17]([OH:19])[CH:16]=[CH:15][N:14]=1, predict the reaction product. The product is: [Cl:12][C:13]1[CH:18]=[C:17]([O:19][C:9]2[C:8]([F:11])=[CH:7][C:4]([CH:5]=[O:6])=[CH:3][C:2]=2[F:1])[CH:16]=[CH:15][N:14]=1.